This data is from NCI-60 drug combinations with 297,098 pairs across 59 cell lines. The task is: Regression. Given two drug SMILES strings and cell line genomic features, predict the synergy score measuring deviation from expected non-interaction effect. Drug 1: C1=CC(=CC=C1C#N)C(C2=CC=C(C=C2)C#N)N3C=NC=N3. Drug 2: CC1=C2C(C(=O)C3(C(CC4C(C3C(C(C2(C)C)(CC1OC(=O)C(C(C5=CC=CC=C5)NC(=O)OC(C)(C)C)O)O)OC(=O)C6=CC=CC=C6)(CO4)OC(=O)C)O)C)O. Cell line: NCI/ADR-RES. Synergy scores: CSS=3.30, Synergy_ZIP=-6.64, Synergy_Bliss=-28.4, Synergy_Loewe=-2.68, Synergy_HSA=-30.1.